Dataset: NCI-60 drug combinations with 297,098 pairs across 59 cell lines. Task: Regression. Given two drug SMILES strings and cell line genomic features, predict the synergy score measuring deviation from expected non-interaction effect. (1) Drug 1: C1CN1P(=S)(N2CC2)N3CC3. Drug 2: CC1=C(C(CCC1)(C)C)C=CC(=CC=CC(=CC(=O)O)C)C. Cell line: HOP-92. Synergy scores: CSS=19.0, Synergy_ZIP=-8.94, Synergy_Bliss=-5.70, Synergy_Loewe=-1.43, Synergy_HSA=-0.304. (2) Synergy scores: CSS=68.0, Synergy_ZIP=7.14, Synergy_Bliss=5.47, Synergy_Loewe=-23.2, Synergy_HSA=4.27. Cell line: HS 578T. Drug 2: CC1CCCC2(C(O2)CC(NC(=O)CC(C(C(=O)C(C1O)C)(C)C)O)C(=CC3=CSC(=N3)C)C)C. Drug 1: CNC(=O)C1=NC=CC(=C1)OC2=CC=C(C=C2)NC(=O)NC3=CC(=C(C=C3)Cl)C(F)(F)F. (3) Drug 1: C1=C(C(=O)NC(=O)N1)F. Drug 2: CCCCCOC(=O)NC1=NC(=O)N(C=C1F)C2C(C(C(O2)C)O)O. Cell line: U251. Synergy scores: CSS=34.3, Synergy_ZIP=-11.4, Synergy_Bliss=-7.95, Synergy_Loewe=-24.6, Synergy_HSA=-6.64. (4) Drug 1: CC1C(C(CC(O1)OC2CC(OC(C2O)C)OC3=CC4=CC5=C(C(=O)C(C(C5)C(C(=O)C(C(C)O)O)OC)OC6CC(C(C(O6)C)O)OC7CC(C(C(O7)C)O)OC8CC(C(C(O8)C)O)(C)O)C(=C4C(=C3C)O)O)O)O. Drug 2: COC1=C2C(=CC3=C1OC=C3)C=CC(=O)O2. Cell line: A549. Synergy scores: CSS=29.3, Synergy_ZIP=-0.484, Synergy_Bliss=0.219, Synergy_Loewe=-19.0, Synergy_HSA=0.509. (5) Drug 1: C1C(C(OC1N2C=NC3=C(N=C(N=C32)Cl)N)CO)O. Drug 2: C1=NC(=NC(=O)N1C2C(C(C(O2)CO)O)O)N. Cell line: OVCAR-8. Synergy scores: CSS=39.7, Synergy_ZIP=-7.64, Synergy_Bliss=-11.5, Synergy_Loewe=-10.8, Synergy_HSA=-9.03. (6) Drug 1: CNC(=O)C1=NC=CC(=C1)OC2=CC=C(C=C2)NC(=O)NC3=CC(=C(C=C3)Cl)C(F)(F)F. Drug 2: CC(C)CN1C=NC2=C1C3=CC=CC=C3N=C2N. Synergy scores: CSS=-1.26, Synergy_ZIP=-0.873, Synergy_Bliss=-0.511, Synergy_Loewe=-4.43, Synergy_HSA=-4.28. Cell line: TK-10.